Dataset: Forward reaction prediction with 1.9M reactions from USPTO patents (1976-2016). Task: Predict the product of the given reaction. (1) Given the reactants C([O:8][C:9]1[CH:18]=[C:17]2[C:12]([C:13]([O:19][C:20]3[CH:25]=[CH:24][N:23]4[C:26]([C:30]([NH:32][CH3:33])=[O:31])=[C:27]([CH3:29])[N:28]=[C:22]4[CH:21]=3)=[CH:14][CH:15]=[N:16]2)=[CH:11][CH:10]=1)C1C=CC=CC=1.C(O)(C(F)(F)F)=O, predict the reaction product. The product is: [OH:8][C:9]1[CH:18]=[C:17]2[C:12]([C:13]([O:19][C:20]3[CH:25]=[CH:24][N:23]4[C:26]([C:30]([NH:32][CH3:33])=[O:31])=[C:27]([CH3:29])[N:28]=[C:22]4[CH:21]=3)=[CH:14][CH:15]=[N:16]2)=[CH:11][CH:10]=1. (2) Given the reactants [F:1][C:2]1[CH:3]=[C:4]([C:9]2[S:13][C:12]([CH3:14])=[N:11][C:10]=2[C:15]([OH:17])=O)[CH:5]=[CH:6][C:7]=1[F:8].[NH:18]1[CH2:23][CH2:22][CH2:21][C@@H:20]([NH:24][C:25]([C:27]2[N:34]3[C:30]([S:31][CH:32]=[CH:33]3)=[N:29][C:28]=2[CH3:35])=[O:26])[CH2:19]1, predict the reaction product. The product is: [F:1][C:2]1[CH:3]=[C:4]([C:9]2[S:13][C:12]([CH3:14])=[N:11][C:10]=2[C:15]([N:18]2[CH2:23][CH2:22][CH2:21][C@@H:20]([NH:24][C:25]([C:27]3[N:34]4[C:30]([S:31][CH:32]=[CH:33]4)=[N:29][C:28]=3[CH3:35])=[O:26])[CH2:19]2)=[O:17])[CH:5]=[CH:6][C:7]=1[F:8].